This data is from Experimentally validated miRNA-target interactions with 360,000+ pairs, plus equal number of negative samples. The task is: Binary Classification. Given a miRNA mature sequence and a target amino acid sequence, predict their likelihood of interaction. (1) The miRNA is hsa-let-7f-5p with sequence UGAGGUAGUAGAUUGUAUAGUU. The protein sequence of the target gene is MEAVSRVFPALAGQAPEEQGEIIKVKVKEEDHTWDQESALRRNLSYTRELSRQRFRQFCYQETPGPREALSQLRELCRQWLNPEIHTKEQILELLVLEQFLTILPEELQSWVREHNPESGEEVVTLLEDLERELDEPRQQVSQGTYGQEVSMEEMIPLDSAKESLGTQLQSMEDRMECESPEPHPLQDNGSFLWFSMMSQSMGGDNLSSLDTNEAEIEPENMREKFFRSLARLLENKSNNTKIFSKAKYCQLIKEVKEAKAKAKKESVDYRRLARFDVILVQGNEKLIEAVNGETDKIRY.... Result: 0 (no interaction). (2) The miRNA is hsa-miR-6764-3p with sequence UCUCUGGUCUUUCCUUGACAG. The protein sequence of the target gene is MRALWVLGLCCVLLTFGSVRADDEVDVDGTVEEDLGKSREGSRTDDEVVQREEEAIQLDGLNASQIRELREKSEKFAFQAEVNRMMKLIINSLYKNKEIFLRELISNASDALDKIRLISLTDENALSGNEELTVKIKCDKEKNLLHVTDTGVGMTREELVKNLGTIAKSGTSEFLNKMTEAQEDGQSTSELIGQFGVGFYSAFLVADKVIVTSKHNNDTQHIWESDSNEFSVIADPRGNTLGRGTTITLVLKEEASDYLELDTIKNLVKKYSQFINFPIYVWSSKTETVEEPMEEEEAAK.... Result: 0 (no interaction). (3) The miRNA is hsa-miR-6832-3p with sequence ACCCUUUUUCUCUUUCCCAG. The protein sequence of the target gene is MCTNIVYEWLKALQLPQYAESFVDNGYDDLEVCKQIGDPDLDAIGVLAPAHRRRILEAVRRLREQDANAAGLYFTLEPQPAPPGPPADAVPTGRRGEPCGGPAQGTRGDSRGHTTAPRSRELVSYPKLKLKIMIRDKLVRDGIHLSKPPYSRKVPMAGILEYLMNWPKSSQSR. Result: 1 (interaction). (4) The miRNA is hsa-miR-6730-3p with sequence CCUGACACCCCAUCUGCCCUCA. The protein sequence of the target gene is MSGSGRKDFDVKHILRLRWKLFSHPSPSTGGPAGGGCLQQDGSGSFEHWGPSQSRLLKSQERSGVSTFWKKPSSSSSSSSSPSSSSSSFNPLNGTLLPVATRLQQGAPGQGTQQPARTLFYVESLEEEVVPGMDFPGPHEKGLVLQELKVEPDNSSQATGEGCGHRLSSTGHSMTPQSDLDSSSSEEFYQAVHHAEQTFRKMESYLKQQQLCDVILIVGNRKIPAHRLVLSSVSDYFAAMFTSDVCEAKQEEIKMEGIDPNALWDLVQFAYTGCLELKEDTIENLLAAACLLQLPQVVEV.... Result: 0 (no interaction). (5) The miRNA is mmu-miR-124-3p with sequence UAAGGCACGCGGUGAAUGCC. The protein sequence of the target gene is MSSGAASGTGRGRPRGGGPGPRDPPPGETHKLVVVGGGGVGKSALTIQFIQSYFVSDYDPTIEDSYTKICTVDGIPARLDILDTAGQEEFGAMREQYMRAGNGFLLVFAINDRQSFNEVGKLFTQILRVKDRDDFPIVLVGNKADLENQRQVLRSEASSFSASHHMTYFEASAKLRLNVDEAFEQLVRAVRKYQEQELPPSPPSAPRKKDGGCPCVLL. Result: 1 (interaction). (6) The miRNA is cel-miR-1020-3p with sequence AUUAUUCUGUGACACUUUCAG. The protein sequence of the target gene is MGSRIKQNPETTFEVYVEVAYPRTGGTLSDPEVQRQFPEDYSDQEVLQTLTKFCFPFYVDSLTVSQVGQNFTFVLTDIDSKQRFGFCRLSSGAKSCFCILSYLPWFEVFYKLLNILADYTTKRQENQWNELLETLHKLPIPDPGVSVHLSVHSYFTVPDTRELPSIPENRNLTEYFVAVDVNNMLHLYASMLYERRILIICSKLSTLTACIHGSAAMLYPMYWQHVYIPVLPPHLLDYCCAPMPYLIGIHLSLMEKVRNMALDDVVILNVDTNTLETPFDDLQSLPNDVISSLKNRLKKV.... Result: 0 (no interaction). (7) The miRNA is hsa-miR-6773-5p with sequence UUGGGCCCAGGAGUAAACAGGAU. The protein sequence of the target gene is MLRARPEALMLLGALLTGSLGPSGNQDALSLPWEVQRYDGWFNNLRHHERGAVGCRLQRRVPANYADGVYQALEEPQLPNPRRLSNAATRGIAGLPSLHNRTVLGVFFGYHVLSDVVSVETPGCPAEFLNIRIPPGDPVFDPDQRGDVVLPFQRSRWDPETGRSPSNPRDLANQVTGWLDGSAIYGSSHSWSDALRSFSGGQLASGPDPAFPRDSQNPLLMWAAPDPATGQNGPRGLYAFGAERGNREPFLQALGLLWFRYHNLWAQRLARQHPDWEDEELFQHARKRVIATYQNIAVYE.... Result: 0 (no interaction). (8) The miRNA is hsa-miR-6128 with sequence ACUGGAAUUGGAGUCAAAA. The protein sequence of the target gene is MIPLLLSLLAALVLTQAPAALADDLKEDSSEDRAFRVRIGATQLRGVLGGALAIPCHVHHLRPPHSRRAAPGFPRVKWTFLSGDREVEVLVARGLRVKVNEAYRFRVALPAYPASLTDVSLVLSELRPNDSGVYRCEVQHGIDDSSDAVEVKVKGVVFLYREGSARYAFSFAGAQEACARIGARIATPEQLYAAYLGGYEQCDAGWLSDQTVRYPIQNPREACSGDMDGYPGVRNYGVVGPDDLYDVYCYAEDLNGELFLGAPPSKLTWEEARDYCLERGAQIASTGQLYAAWNGGLDRC.... Result: 0 (no interaction). (9) The miRNA is mmu-miR-1933-5p with sequence AGUCAUGGUGUUCGGUCUUAGUUU. The protein sequence of the target gene is MEAGGDNAVPAPGGVEDLVDTQFPREEAGDSERVHASTLDPGDGDPEDTGSKDQPSSLLSPLPQTEAASSTCEHWETAAASDSSPPGEPESNSEGQGEDPDDGGDPSDEDWRSQRKHVFVLSEAGKPIYSRYGSVEALSATMGVMTALVSFVQSAGDAIRAIYAEDHKLVFLQQGPLLLVAVSRTPQSAAQLRGELLAVHAQIVSTLTRASVARIFAHKQNYDLRRLLAGSERTLDRLLDSVEQDPGALLLGAVRCVPLARPLRDALGTLLRRCTAPGLALSVLAVGGRLITVAQERNVL.... Result: 0 (no interaction).